Predict which catalyst facilitates the given reaction. From a dataset of Catalyst prediction with 721,799 reactions and 888 catalyst types from USPTO. (1) Reactant: [Br:1][C:2]1[N:11]=[C:10]([C:12]([O:14][CH3:15])=[O:13])[C:9]([OH:16])=[C:8]2[C:3]=1[CH:4]=[CH:5][CH:6]=[N:7]2.[CH3:17][C:18]1[CH:23]=[CH:22][C:21]([S:24](Cl)(=[O:26])=[O:25])=[CH:20][CH:19]=1.CO.O. Product: [Br:1][C:2]1[N:11]=[C:10]([C:12]([O:14][CH3:15])=[O:13])[C:9]([O:16][S:24]([C:21]2[CH:22]=[CH:23][C:18]([CH3:17])=[CH:19][CH:20]=2)(=[O:26])=[O:25])=[C:8]2[C:3]=1[CH:4]=[CH:5][CH:6]=[N:7]2. The catalyst class is: 22. (2) Reactant: [H-].[Na+].[SH:3][CH2:4][C:5]([O:7][CH3:8])=[O:6].[H][H].[Br:11][C:12]1[CH:19]=[CH:18][C:15]([CH:16]=O)=[C:14](F)[CH:13]=1. Product: [Br:11][C:12]1[CH:19]=[CH:18][C:15]2[CH:16]=[C:4]([C:5]([O:7][CH3:8])=[O:6])[S:3][C:14]=2[CH:13]=1. The catalyst class is: 16.